Task: Predict the reaction yield, written as a fraction of the theoretical maximum amount of product (1.0 means a 100% yield; for example, 0.34 means a 34% yield).. Dataset: Reaction yield outcomes from USPTO patents with 853,638 reactions The reactants are [CH3:1][O:2][CH2:3][CH:4]([CH3:23])[O:5][C:6]1[C:7]([NH:19][C:20]([NH2:22])=[S:21])=[N:8][CH:9]=[C:10]([O:12][C:13]2[CH:18]=[CH:17][CH:16]=[CH:15][CH:14]=2)[CH:11]=1.Cl[CH2:25][CH:26]=O. The catalyst is CN(C=O)C. The product is [CH3:1][O:2][CH2:3][CH:4]([CH3:23])[O:5][C:6]1[C:7]([NH:19][C:20]2[S:21][CH:25]=[CH:26][N:22]=2)=[N:8][CH:9]=[C:10]([O:12][C:13]2[CH:18]=[CH:17][CH:16]=[CH:15][CH:14]=2)[CH:11]=1. The yield is 0.460.